Dataset: Full USPTO retrosynthesis dataset with 1.9M reactions from patents (1976-2016). Task: Predict the reactants needed to synthesize the given product. (1) Given the product [O:11]=[C:9]1[N:18]2[CH2:19][CH2:20][CH2:21][CH2:22][CH:23]([N:24]3[C:32](=[O:33])[C:31]4[C:26](=[CH:27][CH:28]=[CH:29][CH:30]=4)[C:25]3=[O:34])[C:17]2=[N:16][C:7]([C:4]2[CH:3]=[CH:2][N:1]=[CH:6][CH:5]=2)=[CH:8]1, predict the reactants needed to synthesize it. The reactants are: [N:1]1[CH:6]=[CH:5][C:4]([C:7](=O)[CH2:8][C:9]([O:11]CC)=O)=[CH:3][CH:2]=1.Cl.[NH:16]=[C:17]1[CH:23]([N:24]2[C:32](=[O:33])[C:31]3[C:26](=[CH:27][CH:28]=[CH:29][CH:30]=3)[C:25]2=[O:34])[CH2:22][CH2:21][CH2:20][CH2:19][NH:18]1. (2) Given the product [CH2:34]([O:6][C:7]1[CH:8]=[CH:9][C:10]2[CH:14]=[C:13]([CH2:15][N:16]3[C:17](=[O:26])[C:18]4[C:23](=[CH:22][CH:21]=[CH:20][CH:19]=4)[C:24]3=[O:25])[S:12][C:11]=2[CH:27]=1)[C:35]1[CH:40]=[CH:39][CH:38]=[CH:37][CH:36]=1, predict the reactants needed to synthesize it. The reactants are: CN(C)C=O.[OH:6][C:7]1[CH:8]=[CH:9][C:10]2[CH:14]=[C:13]([CH2:15][N:16]3[C:24](=[O:25])[C:23]4[C:18](=[CH:19][CH:20]=[CH:21][CH:22]=4)[C:17]3=[O:26])[S:12][C:11]=2[CH:27]=1.C(=O)([O-])[O-].[K+].[K+].[CH2:34](Br)[C:35]1[CH:40]=[CH:39][CH:38]=[CH:37][CH:36]=1. (3) Given the product [CH3:84][C:66]1([CH3:65])[S:67][C@@H:68]2[C@H:69]([NH:70][C:11]([CH2:9][C:7]3[CH:5]=[CH:3][CH:2]=[CH:39][CH:40]=3)=[O:12])[C:71](=[O:72])[N:73]2[C@H:74]1[C:81]([O-:83])=[O:82].[K+:38], predict the reactants needed to synthesize it. The reactants are: O=[CH:2][C@@H:3]([C@H:5]([C@@H:7]([C@@H:9]([CH2:11][OH:12])O)O)O)O.O.O.O.O.O.O.O.S([O-])([O-])(=O)=O.[Mg+2].S([O-])([O-])(=O)=O.[NH4+].[NH4+].P([O-])(O)(O)=O.[K+:38].[CH3:39][C:40]1[N+](CC2C=NC(C)=NC=2N)=CSC=1CCO.Cl.[Cl-].OC(CCC[CH2:65][C@H:66]1[C@@H:74]2[C@@H:69]([NH:70][C:71]([NH:73]2)=[O:72])[CH2:68][S:67]1)=O.NC([C:81]([OH:83])=[O:82])CCSC.[C:84](=O)([O-])[O-].[Ca+2].C1[C@H](N)[C@@H](O[C@H]2O[C@H](CN)[C@@H](O)[C@H](O)[C@H]2O)[C@H](O)[C@@H](O[C@H]2O[C@H](CO)[C@@H](O)[C@H](N)[C@H]2O)[C@@H]1N.CCCCCCCCCCCCOS([O-])(=O)=O.[Na+].CCN(C1C=CC(C(C2C=CC(NC3C=CC(OCC)=CC=3)=CC=2)=C2C=CC(=[N+](CC3C=CC=C(S([O-])(=O)=O)C=3)CC)C=C2)=CC=1)CC1C=CC=C(S([O-])(=O)=O)C=1.[Na+]. (4) Given the product [O:3]1[C:7]2[CH:8]=[CH:9][CH:10]=[C:11]([CH:12]3[CH2:17][CH2:16][N:15]([CH2:18][CH2:19][C@H:20]4[CH2:21][CH2:22][C@H:23]([NH:26][C:27](=[O:32])[CH2:28]/[CH:29]=[CH:30]/[CH3:31])[CH2:24][CH2:25]4)[CH2:14][CH2:13]3)[C:6]=2[CH2:5][CH2:4]1, predict the reactants needed to synthesize it. The reactants are: Cl.Cl.[O:3]1[C:7]2[CH:8]=[CH:9][CH:10]=[C:11]([CH:12]3[CH2:17][CH2:16][N:15]([CH2:18][CH2:19][C@H:20]4[CH2:25][CH2:24][C@H:23]([NH2:26])[CH2:22][CH2:21]4)[CH2:14][CH2:13]3)[C:6]=2[CH2:5][CH2:4]1.[C:27](O)(=[O:32])[CH2:28]/[CH:29]=[CH:30]/[CH3:31]. (5) Given the product [CH2:1]([O:8][C@H:9]([C@@H:26]([O:29][CH2:30][C:31]1[CH:32]=[CH:33][CH:34]=[CH:35][CH:36]=1)[C@H:27]([OH:28])[CH3:37])[CH2:10][O:11][CH2:12][C@H:13]([NH:18][C:19]([O:21][C:22]([CH3:24])([CH3:25])[CH3:23])=[O:20])[C:14]([O:16][CH3:17])=[O:15])[C:2]1[CH:7]=[CH:6][CH:5]=[CH:4][CH:3]=1, predict the reactants needed to synthesize it. The reactants are: [CH2:1]([O:8][C@H:9]([C@@H:26]([O:29][CH2:30][C:31]1[CH:36]=[CH:35][CH:34]=[CH:33][CH:32]=1)[CH:27]=[O:28])[CH2:10][O:11][CH2:12][C@H:13]([NH:18][C:19]([O:21][C:22]([CH3:25])([CH3:24])[CH3:23])=[O:20])[C:14]([O:16][CH3:17])=[O:15])[C:2]1[CH:7]=[CH:6][CH:5]=[CH:4][CH:3]=1.[CH3:37][Mg]Br.C(OCC)C. (6) Given the product [NH2:8][CH2:9][CH2:10][CH2:11][CH2:12][N:13]([CH2:31][C:32]([NH:47][C:44]1[CH:43]=[CH:42][C:41]([CH:35]2[CH2:36][CH2:37][CH2:38][CH2:39][CH2:40]2)=[CH:46][CH:45]=1)=[O:33])[C:63]([NH:62][C:59]1[CH:60]=[CH:61][C:56]([O:55][CH2:48][C:49]2[CH:50]=[CH:51][CH:52]=[CH:53][CH:54]=2)=[CH:57][CH:58]=1)=[O:64], predict the reactants needed to synthesize it. The reactants are: C(OC([NH:8][CH2:9][CH2:10][CH2:11][CH2:12][N:13]([CH2:31][C:32](O)=[O:33])C(OCC1C2C=CC=CC=2C2C1=CC=CC=2)=O)=O)(C)(C)C.[CH:35]1([C:41]2[CH:46]=[CH:45][C:44]([NH2:47])=[CH:43][CH:42]=2)[CH2:40][CH2:39][CH2:38][CH2:37][CH2:36]1.[CH2:48]([O:55][C:56]1[CH:61]=[CH:60][C:59]([N:62]=[C:63]=[O:64])=[CH:58][CH:57]=1)[C:49]1[CH:54]=[CH:53][CH:52]=[CH:51][CH:50]=1. (7) Given the product [NH2:25][C:12]12[CH2:13][CH:14]3[CH2:15][CH:16]([CH2:17][C:10]([NH:9][C:7]([C:2]4[CH:3]=[CH:4][CH:5]=[CH:6][N:1]=4)=[O:8])([CH2:19]3)[CH2:11]1)[CH2:18]2, predict the reactants needed to synthesize it. The reactants are: [N:1]1[CH:6]=[CH:5][CH:4]=[CH:3][C:2]=1[C:7]([NH:9][C:10]12[CH2:19][CH:14]3[CH2:15][CH:16]([CH2:18][C:12](C(O)=O)([CH2:13]3)[CH2:11]1)[CH2:17]2)=[O:8].C([N:25](CC)CC)C.C1C=CC(OP(OC2C=CC=CC=2)(N=[N+]=[N-])=O)=CC=1.Cl.C(=O)([O-])[O-].[Na+].[Na+]. (8) Given the product [NH2:30][C:26]1[CH:25]=[CH:24][CH:23]=[C:14]2[C:15]=1[CH2:16][C@H:11]([OH:10])[CH2:12][CH2:13]2, predict the reactants needed to synthesize it. The reactants are: C(=O)([O-])[O-].[K+].[K+].ClC([O:10][C:11]1[CH:16]=[CH:15][CH:14]=[CH:13][CH:12]=1)=O.C(OCC)(=O)C.[CH3:23][CH2:24][CH2:25][CH2:26]CC.C[N:30](C=O)C. (9) Given the product [Br:19][C:20]1[CH:25]=[CH:24][C:23]([CH:26]([CH3:29])[CH:27]([C:7]2[CH:18]=[CH:17][C:10]3[N:11]([CH3:16])[C:12](=[O:15])[N:13]([CH3:14])[C:9]=3[CH:8]=2)[OH:28])=[C:22]([Cl:30])[CH:21]=1, predict the reactants needed to synthesize it. The reactants are: [Li]CCCC.Br[C:7]1[CH:18]=[CH:17][C:10]2[N:11]([CH3:16])[C:12](=[O:15])[N:13]([CH3:14])[C:9]=2[CH:8]=1.[Br:19][C:20]1[CH:25]=[CH:24][C:23]([CH:26]([CH3:29])[CH:27]=[O:28])=[C:22]([Cl:30])[CH:21]=1.O. (10) Given the product [F:1][C:2]1[CH:7]=[CH:6][C:5]([CH2:8][C:9]2[S:37][C:13]([C:15]3[C:16]([O:26][CH3:27])=[C:17]4[C:22](=[O:23])[N:21]([CH3:24])[CH2:20][CH2:19][N:18]4[CH:25]=3)=[N:12][N:11]=2)=[CH:4][CH:3]=1, predict the reactants needed to synthesize it. The reactants are: [F:1][C:2]1[CH:7]=[CH:6][C:5]([CH2:8][C:9]([NH:11][NH:12][C:13]([C:15]2[C:16]([O:26][CH3:27])=[C:17]3[C:22](=[O:23])[N:21]([CH3:24])[CH2:20][CH2:19][N:18]3[CH:25]=2)=O)=O)=[CH:4][CH:3]=1.COC1C=CC(P2(SP(C3C=CC(OC)=CC=3)(=S)S2)=[S:37])=CC=1.